From a dataset of Catalyst prediction with 721,799 reactions and 888 catalyst types from USPTO. Predict which catalyst facilitates the given reaction. (1) Reactant: CCN(C(C)C)C(C)C.[CH2:10]([O:17][C:18]1[CH:33]=[CH:32][C:21]([O:22][C:23]2[CH:31]=[CH:30][C:26]([C:27](O)=[O:28])=[CH:25][CH:24]=2)=[CH:20][CH:19]=1)[C:11]1[CH:16]=[CH:15][CH:14]=[CH:13][CH:12]=1.CCN=C=NCCCN(C)C.C1C=CC2N(O)N=NC=2C=1.[NH2:55][CH2:56][C:57]([N:59]1[CH2:64][CH2:63][N:62]([C:65](=[O:76])[C:66]2[CH:71]=[CH:70][CH:69]=[CH:68][C:67]=2[C:72]([F:75])([F:74])[F:73])[CH2:61][CH2:60]1)=[O:58].C(O)(C(F)(F)F)=O. Product: [CH2:10]([O:17][C:18]1[CH:33]=[CH:32][C:21]([O:22][C:23]2[CH:24]=[CH:25][C:26]([C:27]([NH:55][CH2:56][C:57](=[O:58])[N:59]3[CH2:60][CH2:61][N:62]([C:65](=[O:76])[C:66]4[CH:71]=[CH:70][CH:69]=[CH:68][C:67]=4[C:72]([F:75])([F:73])[F:74])[CH2:63][CH2:64]3)=[O:28])=[CH:30][CH:31]=2)=[CH:20][CH:19]=1)[C:11]1[CH:12]=[CH:13][CH:14]=[CH:15][CH:16]=1. The catalyst class is: 18. (2) The catalyst class is: 9. Product: [NH2:27][C:26]1[CH:28]=[CH:29][C:23]([O:18][C:14]2[CH:13]=[C:12]([NH:11][C:9](=[O:10])[C:8]3[CH:19]=[CH:20][CH:21]=[C:6]([C:3]([C:1]#[N:2])([CH3:5])[CH3:4])[CH:7]=3)[CH:17]=[CH:16][CH:15]=2)=[C:24]([N+:30]([O-:32])=[O:31])[CH:25]=1. Reactant: [C:1]([C:3]([C:6]1[CH:7]=[C:8]([CH:19]=[CH:20][CH:21]=1)[C:9]([NH:11][C:12]1[CH:17]=[CH:16][CH:15]=[C:14]([OH:18])[CH:13]=1)=[O:10])([CH3:5])[CH3:4])#[N:2].F[C:23]1[CH:29]=[CH:28][C:26]([NH2:27])=[CH:25][C:24]=1[N+:30]([O-:32])=[O:31].C(=O)([O-])[O-].[Cs+].[Cs+]. (3) Reactant: [C:1]([S:5]([C:8]1[CH:9]=[C:10]2[C:15](=[CH:16][CH:17]=1)[N:14]=[CH:13][CH:12]=[C:11]2[Cl:18])(=[O:7])=[O:6])([CH3:4])([CH3:3])[CH3:2].[NH2:19][C:20]1[C:24]([C:25]([O:27][CH2:28][CH3:29])=[O:26])=[C:23]([CH3:30])[NH:22][N:21]=1. Product: [ClH:18].[C:1]([S:5]([C:8]1[CH:9]=[C:10]2[C:15](=[CH:16][CH:17]=1)[N:14]=[CH:13][CH:12]=[C:11]2[NH:19][C:20]1[C:24]([C:25]([O:27][CH2:28][CH3:29])=[O:26])=[C:23]([CH3:30])[NH:22][N:21]=1)(=[O:7])=[O:6])([CH3:4])([CH3:3])[CH3:2]. The catalyst class is: 811.